From a dataset of Full USPTO retrosynthesis dataset with 1.9M reactions from patents (1976-2016). Predict the reactants needed to synthesize the given product. (1) Given the product [C:21]([C:20]1[CH:23]=[C:16]([C:14]2[O:13][N:12]=[C:11]([C:6]3[CH:7]=[CH:8][CH:9]=[C:10]4[C:5]=3[CH2:4][CH2:3][C@H:2]4[N:1]3[CH2:46][C:35]([C:41]([O:43][CH2:44][CH3:45])=[O:42])([C:36]([O:38][CH2:39][CH3:40])=[O:37])[CH2:34]3)[N:15]=2)[CH:17]=[CH:18][C:19]=1[O:24][CH:25]([CH3:27])[CH3:26])#[N:22], predict the reactants needed to synthesize it. The reactants are: [NH2:1][C@H:2]1[C:10]2[C:5](=[C:6]([C:11]3[N:15]=[C:14]([C:16]4[CH:17]=[CH:18][C:19]([O:24][CH:25]([CH3:27])[CH3:26])=[C:20]([CH:23]=4)[C:21]#[N:22])[O:13][N:12]=3)[CH:7]=[CH:8][CH:9]=2)[CH2:4][CH2:3]1.FC(F)(F)S(O[CH2:34][C:35]([CH2:46]OS(C(F)(F)F)(=O)=O)([C:41]([O:43][CH2:44][CH3:45])=[O:42])[C:36]([O:38][CH2:39][CH3:40])=[O:37])(=O)=O. (2) The reactants are: [H-].[Na+].[CH2:3]([OH:8])[C:4]#[C:5][CH2:6][CH3:7].Cl[C:10]1[CH:15]=[C:14](Cl)[N:13]=[CH:12][N:11]=1.[CH3:17][C:18](=[CH2:21])[CH2:19][OH:20].[Cl-].[NH4+]. Given the product [CH3:21][C:18](=[CH2:17])[CH2:19][O:20][C:10]1[CH:15]=[C:14]([O:8][CH2:3][C:4]#[C:5][CH2:6][CH3:7])[N:13]=[CH:12][N:11]=1, predict the reactants needed to synthesize it. (3) Given the product [CH:13]1[C:9]2[CH:10]=[CH:11][C:12]3[CH:2]=[CH:3][CH:4]=[CH:5][C:6]=3[C:7](=[C:17]3[CH2:18][CH2:19][N:20]([C:23](=[O:26])[CH2:24][NH:25][C:36](=[O:37])[CH2:35][NH:34][C:32](=[O:33])[O:31][C:27]([CH3:28])([CH3:29])[CH3:30])[CH2:21][CH2:22]3)[C:8]=2[CH:16]=[CH:15][CH:14]=1, predict the reactants needed to synthesize it. The reactants are: Cl.[CH:2]1[C:12]2[CH:11]=[CH:10][C:9]3[CH:13]=[CH:14][CH:15]=[CH:16][C:8]=3[C:7](=[C:17]3[CH2:22][CH2:21][N:20]([C:23](=[O:26])[CH2:24][NH2:25])[CH2:19][CH2:18]3)[C:6]=2[CH:5]=[CH:4][CH:3]=1.[C:27]([O:31][C:32]([NH:34][CH2:35][C:36](O)=[O:37])=[O:33])([CH3:30])([CH3:29])[CH3:28].Cl.C(N=C=NCCCN(C)C)C.C(N(CC)CC)C. (4) Given the product [C:27]1([CH:7]([C:1]2[CH:2]=[CH:3][CH:4]=[CH:5][CH:6]=2)[CH2:8][NH:9][C:10]2[N:18]=[C:17]([S:19]([CH3:20])(=[O:34])=[O:38])[N:16]=[C:15]3[C:11]=2[N:12]=[CH:13][N:14]3[CH:21]2[CH2:26][CH2:25][CH2:24][CH2:23][O:22]2)[CH:32]=[CH:31][CH:30]=[CH:29][CH:28]=1, predict the reactants needed to synthesize it. The reactants are: [C:1]1([CH:7]([C:27]2[CH:32]=[CH:31][CH:30]=[CH:29][CH:28]=2)[CH2:8][NH:9][C:10]2[N:18]=[C:17]([S:19][CH3:20])[N:16]=[C:15]3[C:11]=2[N:12]=[CH:13][N:14]3[CH:21]2[CH2:26][CH2:25][CH2:24][CH2:23][O:22]2)[CH:6]=[CH:5][CH:4]=[CH:3][CH:2]=1.C(=O)([O-])[OH:34].[Na+].[OH2:38]. (5) Given the product [Cl:3][C:4]1[CH:5]=[CH:6][C:7]2[N:8]([N:10]=[C:11]([C:17]3[CH:18]=[CH:19][CH:20]=[CH:21][CH:22]=3)[C:12]=2[C:13]([OH:15])=[O:14])[CH:9]=1, predict the reactants needed to synthesize it. The reactants are: [OH-].[K+].[Cl:3][C:4]1[CH:5]=[CH:6][C:7]2[N:8]([N:10]=[C:11]([C:17]3[CH:22]=[CH:21][CH:20]=[CH:19][CH:18]=3)[C:12]=2[C:13]([O:15]C)=[O:14])[CH:9]=1.Cl.